Dataset: Full USPTO retrosynthesis dataset with 1.9M reactions from patents (1976-2016). Task: Predict the reactants needed to synthesize the given product. (1) Given the product [C:1]([O:5][C:6]([N:8]1[CH2:12][CH:11]2[CH2:10][CH:9]1[CH2:15][N:24]([CH2:17][C:18]1[CH:23]=[CH:22][CH:21]=[CH:20][CH:19]=1)[CH2:13]2)=[O:7])([CH3:4])([CH3:3])[CH3:2], predict the reactants needed to synthesize it. The reactants are: [C:1]([O:5][C:6]([N:8]1[CH2:12][CH:11]([CH:13]=O)[CH2:10][CH:9]1[CH:15]=O)=[O:7])([CH3:4])([CH3:3])[CH3:2].[CH2:17]([NH2:24])[C:18]1[CH:23]=[CH:22][CH:21]=[CH:20][CH:19]=1.[BH3-]C#N.[Na+]. (2) Given the product [CH2:10]([O:17][C:18](=[O:36])[C@@H:19]([NH:30][C:31](=[O:35])[C@@H:32]([NH:34][C:7]([C:4]1[CH:3]=[C:2]([CH3:1])[O:6][N:5]=1)=[O:9])[CH3:33])[CH2:20][C:21]1[C:29]2[C:24](=[CH:25][CH:26]=[CH:27][CH:28]=2)[NH:23][CH:22]=1)[C:11]1[CH:12]=[CH:13][CH:14]=[CH:15][CH:16]=1, predict the reactants needed to synthesize it. The reactants are: [CH3:1][C:2]1[O:6][N:5]=[C:4]([C:7]([OH:9])=O)[CH:3]=1.[CH2:10]([O:17][C:18](=[O:36])[C@@H:19]([NH:30][C:31](=[O:35])[C@@H:32]([NH2:34])[CH3:33])[CH2:20][C:21]1[C:29]2[C:24](=[CH:25][CH:26]=[CH:27][CH:28]=2)[NH:23][CH:22]=1)[C:11]1[CH:16]=[CH:15][CH:14]=[CH:13][CH:12]=1.C(N(CC)C(C)C)(C)C.CN(C(ON1N=NC2C=CC=NC1=2)=[N+](C)C)C.F[P-](F)(F)(F)(F)F.